From a dataset of Reaction yield outcomes from USPTO patents with 853,638 reactions. Predict the reaction yield, written as a fraction of the theoretical maximum amount of product (1.0 means a 100% yield; for example, 0.34 means a 34% yield). The reactants are [Cl:1][C:2]1[CH:3]=[C:4]([CH:6]=[CH:7][C:8]=1[O:9][C:10]1[C:19]2[C:14](=[CH:15][C:16]([O:22][CH3:23])=[C:17]([O:20][CH3:21])[CH:18]=2)[N:13]=[CH:12][CH:11]=1)[NH2:5].C(O)C.[C:27]1([C:33]([N:35]=[C:36]=[S:37])=[O:34])[CH:32]=[CH:31][CH:30]=[CH:29][CH:28]=1. The catalyst is C1(C)C=CC=CC=1. The product is [C:33]([NH:35][C:36]([NH:5][C:4]1[CH:6]=[CH:7][C:8]([O:9][C:10]2[C:19]3[C:14](=[CH:15][C:16]([O:22][CH3:23])=[C:17]([O:20][CH3:21])[CH:18]=3)[N:13]=[CH:12][CH:11]=2)=[C:2]([Cl:1])[CH:3]=1)=[S:37])(=[O:34])[C:27]1[CH:32]=[CH:31][CH:30]=[CH:29][CH:28]=1. The yield is 0.850.